From a dataset of Rat liver microsome stability data. Regression/Classification. Given a drug SMILES string, predict its absorption, distribution, metabolism, or excretion properties. Task type varies by dataset: regression for continuous measurements (e.g., permeability, clearance, half-life) or binary classification for categorical outcomes (e.g., BBB penetration, CYP inhibition). Dataset: rlm. (1) The molecule is Cc1cccc2nc(-c3cccnc3)c(Nc3ccc(C(C)C)cc3)n12. The result is 1 (stable in rat liver microsomes). (2) The molecule is COc1ccc(CN2CCNc3cc(Nc4ccccc4)ncc3C2)cn1. The result is 1 (stable in rat liver microsomes). (3) The result is 1 (stable in rat liver microsomes). The molecule is Cc1cnc(CNc2nc(-c3ccccc3Cl)nc3ccccc23)cn1.